This data is from Drug-target binding data from BindingDB using Ki measurements. The task is: Regression. Given a target protein amino acid sequence and a drug SMILES string, predict the binding affinity score between them. We predict pKi (pKi = -log10(Ki in M); higher means stronger inhibition). Dataset: bindingdb_ki. (1) The small molecule is CN1CCN(C2=Nc3ccccc3Oc3ccc(Cl)cc32)CC1. The target protein sequence is MDPLNLSWYDDDLESRNWSRPFNGSEGKADRPHYNYYAMLLTLLIFIIVFGNVLVCMAVSREKALQTTTNYLIVSLAVADLLVATLVMPWVVYLEVVGEWKFSRIHCDIFVTLDVMMCTASILNLCAISIDRYTAVAMPMLYNTRYSSKRRVTVMIAIVWVLSFTISCPLLFGLNNTDQNECIIANPAFVVYSSIVSFYVPFIVTLLVYIKIYIVLRRRRKRVNTKRSSRAFRANLKAPLKGNCTHPEDMKLCTVIMKSNGSFPVNRRRVEAARRAQELEMEMLSSTSPPERTRYSPIPPSHHQLTLPDPSHHALHSTPDSPARPEKNGHAKDHPKIAKIFEIQSMPNGKTRTSLKTMSRRKLSQQKEKKATQMLAIVLGVFIICWLPFFITHILNIHCDCNIPPVLYSAFTWLGYVNSAVNPIIYTTFNIEFRKAFLKILHC. The pKi is 7.8. (2) The compound is Nc1ccc([C@H]2CC3CCC2N3)cn1. The target protein sequence is ILCSTVSCMERTRTHAEERLFKRLFTGYNRWSRPVPNTSDVVIVKFGLSIAQLIDVDEKNQMMTTNVWLKQEWNDYKLRWNPADYDNVTSIRVPSEMIWIPDIVLYNNADGEFAITHMTKAHLFHNGKVKWVPPAIYKSSCSIDVTFFPFDQQSCKMKFGSWTYDKAWLDLESMERNVDLKDYWESGEWAIVNAVGKYNSKKYDCCTEIYPDITYYFIIRRLPLFYTINLIIPCLLISCLTVLVFYLPSDCGEKITLCISVLLSLTVFLLLITEIIPSTSLVIPLIGEYLLFTMIFVTLSIVITVFVLNVHHRSPSTHKMPLWVRSVFLDHIPRWLFMKRPPAPVEEVVSQYDAPELKLSTSKYWMETDVDDKWAEPEAELQTCHVRHMTTHNQSLQYRYDYNHHVSGGQSQTPRHSSTETAESSFLLSPSVLKALEGVHYIANHLRAEDADFSVKEDWKYVAMVIDRIFLWMFIIVCLLGTVGLFLPPFLAGMI. The pKi is 8.4. (3) The compound is NC(=O)[C@@H](Cc1ccccc1)NC(=O)[C@@H](Cc1ccccc1)NC(=O)C1CCCN1C(=O)[C@@H](N)Cc1ccc(O)cc1. The target protein (Q2KIP6) has sequence MEPPVQIFRGEPGPTCSPSTCLPPNGSGWFPGWAEPDGNGSAGSEDVLLEPAHISPVILVIITAVYSVVFVVGLVGNSLVMFVIIRYTKMKTATNIYIFNLALADALVTTTMPFQSTVYLMNSWPFGDVLCKVVISIDYYNMFTSIFTLTMMSVDRYIAVCHPVKALDFRTPLKAKIINICIWILSSSVGISAIVLGGTKVREDMEVIECSLQFPDDDYSWWDLFMKVCVFVFAFVIPVLIIIVCYTLMILRLKSVRLLSGSREKDRNLRRITRLVLVVVAVFVVCWTPIHIFILVEALGSTAHSTAALSSYYFCIALGYTNSSLNPILYAFLDENFKRCFRDFCFPIKMRMERQSTSRVRNTVQDPAYVREVDGVNKPV. The pKi is 7.5. (4) The compound is Clc1ccc(OC[C@H]2CCN2)cn1. The target protein (P02710) has sequence MILCSYWHVGLVLLLFSCCGLVLGSEHETRLVANLLENYNKVIRPVEHHTHFVDITVGLQLIQLISVDEVNQIVETNVRLRQQWIDVRLRWNPADYGGIKKIRLPSDDVWLPDLVLYNNADGDFAIVHMTKLLLDYTGKIMWTPPAIFKSYCEIIVTHFPFDQQNCTMKLGIWTYDGTKVSISPESDRPDLSTFMESGEWVMKDYRGWKHWVYYTCCPDTPYLDITYHFIMQRIPLYFVVNVIIPCLLFSFLTGLVFYLPTDSGEKMTLSISVLLSLTVFLLVIVELIPSTSSAVPLIGKYMLFTMIFVISSIIITVVVINTHHRSPSTHTMPQWVRKIFIDTIPNVMFFSTMKRASKEKQENKIFADDIDISDISGKQVTGEVIFQTPLIKNPDVKSAIEGVKYIAEHMKSDEESSNAAEEWKYVAMVIDHILLCVFMLICIIGTVSVFAGRLIELSQEG. The pKi is 5.5. (5) The small molecule is CC(=O)c1ccccc1OC(C)C1=NCCN1. The target protein (P18089) has sequence MDHQDPYSVQATAAIAAAITFLILFTIFGNALVILAVLTSRSLRAPQNLFLVSLAAADILVATLIIPFSLANELLGYWYFRRTWCEVYLALDVLFCTSSIVHLCAISLDRYWAVSRALEYNSKRTPRRIKCIILTVWLIAAVISLPPLIYKGDQGPQPRGRPQCKLNQEAWYILASSIGSFFAPCLIMILVYLRIYLIAKRSNRRGPRAKGGPGQGESKQPRPDHGGALASAKLPALASVASAREVNGHSKSTGEKEEGETPEDTGTRALPPSWAALPNSGQGQKEGVCGASPEDEAEEEEEEEEEEEECEPQAVPVSPASACSPPLQQPQGSRVLATLRGQVLLGRGVGAIGGQWWRRRAQLTREKRFTFVLAVVIGVFVLCWFPFFFSYSLGAICPKHCKVPHGLFQFFFWIGYCNSSLNPVIYTIFNQDFRRAFRRILCRPWTQTAW. The pKi is 5.2. (6) The small molecule is CC[C@H](C)[C@H](NC(=O)[C@H](CCCNC(=N)N)NC(=O)[C@H](CCC(N)=O)NC(=O)CNC(=O)[C@H](CCC(=O)O)NC(=O)[C@H](Cc1ccccc1)NC(=O)[C@H](CC(C)C)NC(=O)[C@H](Cc1ccccc1)NC(=O)[C@H](CCCNC(=N)N)NC(=O)[C@H](CC(C)C)NC(=O)[C@@H](N)CO)C(=O)N[C@@H](C)C(=O)N[C@@H](CC(=O)O)C(=O)N[C@@H](CC(N)=O)C(=O)N[C@@H](Cc1cnc[nH]1)C(=O)O. The target protein sequence is MATTGTPTADRGDAAATDDPAARFQVQKHSWDGLRSIIHGSRKYSGLIVNKAPHDFQFVQKTDESGPHSHRLYYLGMPYGSRENSLLYSEIPKKVRKEALLLLSWKQMLDHFQATPHHGVYSREEELLRERKRLGVFGITSYDFHSESGLFLFQASNSLFHCRDGGKNGFMVSPMKPLEIKTQCSGPRMDPKICPADPAFFSFINNSDLWVANIETGEERRLTFCHQGLSNVLDDPKSAGVATFVIQEEFDRFTGYWWCPTASWEGSEGLKTLRILYEEVDESEVAVIHVPSPALEERKTDSYRYPRTGSKNPKIALKLAEFQTDSQGKIVSTQEKELVQPFSSLFPKVEYIARAGWTRDGKYAWAMFLDRPQQWLQLVLLPPALFIPSTENEEQRLASARAVPRNVQPYVVYEEVTNVWINVHDIFYPFPQSEGEDELCFLRANECKTGFCHLYKVTAVLKSQGYDWSEPFSPGEDEFKCPIKEEIALTSGEWEVLARH.... The pKi is 5.3. (7) The small molecule is O=C(O)CCc1nnc(SCC(=O)Nc2nc3ccccc3[nH]2)[nH]1. The target protein sequence is MMKGWIKCGLAGAVVLMASFWGGSVRAAGMSLTQQVSGPVYVVEDNYYVQENSMVYFGAKGVTVVGATWTPDTARELHKLIKRVSRKPVLEVINTNYHTDRAGGNAYWKSIGAKVISTRQTRDLMKSDWAEIVAFTRKGLPEYPDLPLVLPNVVHEGDFTLQEGKLRAFYLGPAHSPDGIFVYFPDQQVLYGNCILKEKLGNLSFADVKAYPQTLERLKAMKLPIKTVVGGHDSPLHGPELIDHYEALIKAASQS. The pKi is 2.6. (8) The small molecule is COc1ccc(NC(=O)CN(C)S(=O)(=O)c2cc(Br)cnc2N)cc1OC. The target protein (O69721) has sequence MTRTVAAPPVCVLGLGLIGGSIMRAAAAAGREVFGYNRSVEGAHGARSDGFDAITDLNQTLTRAAATEALIVLAVPMPALPGMLAHIRKSAPGCPLTDVTSVKCAVLDEVTAAGLQARYVGGHPMTGTAHSGWTAGHGGLFNRAPWVVSVDDHVDPTVWSMVMTLALDCGAMVVPAKSDEHDAAAAAVSHLPHLLAEALAVTAAEVPLAFALAAGSFRDATRVAATAPDLVRAMCEANTGQLAPAADRIIDLLSRARDSLQSHGSIADLADAGHAARTRYDSFPRSDIVTVVIGADKWREQLAAAGRAGGVITSALPSLDSPQ. The pKi is 6.8.